From a dataset of Full USPTO retrosynthesis dataset with 1.9M reactions from patents (1976-2016). Predict the reactants needed to synthesize the given product. (1) Given the product [C:2]1([C:35]2[CH:40]=[CH:39][CH:38]=[CH:37][CH:36]=2)[CH:7]=[CH:6][CH:5]=[C:4]([C:8]2[C:22]([C:23]3[CH:28]=[CH:27][N:26]=[C:25]([NH:29][CH:30]4[CH2:34][CH2:33][CH2:32][CH2:31]4)[N:24]=3)=[C:11]3[CH:12]=[CH:13][CH:14]=[C:15]([NH:16][CH:17]4[CH2:21][CH2:20][CH2:19][CH2:18]4)[N:10]3[N:9]=2)[CH:3]=1, predict the reactants needed to synthesize it. The reactants are: Br[C:2]1[CH:3]=[C:4]([C:8]2[C:22]([C:23]3[CH:28]=[CH:27][N:26]=[C:25]([NH:29][CH:30]4[CH2:34][CH2:33][CH2:32][CH2:31]4)[N:24]=3)=[C:11]3[CH:12]=[CH:13][CH:14]=[C:15]([NH:16][CH:17]4[CH2:21][CH2:20][CH2:19][CH2:18]4)[N:10]3[N:9]=2)[CH:5]=[CH:6][CH:7]=1.[C:35]1(B(O)O)[CH:40]=[CH:39][CH:38]=[CH:37][CH:36]=1.C(=O)([O-])[O-].[K+].[K+].C1(P(C2C=CC=CC=2)C2C=CC=CC=2)C=CC=CC=1. (2) Given the product [NH2:26][CH2:25][CH2:24][O:23][C@@H:9]([C:4]1[CH:5]=[CH:6][C:7]([F:8])=[C:2]([Cl:1])[CH:3]=1)[C@@H:10]1[CH2:15][CH2:14][CH2:13][N:12]([C:16]([O:18][C:19]([CH3:22])([CH3:21])[CH3:20])=[O:17])[CH2:11]1, predict the reactants needed to synthesize it. The reactants are: [Cl:1][C:2]1[CH:3]=[C:4]([C@H:9]([O:23][CH2:24][C:25]#[N:26])[C@@H:10]2[CH2:15][CH2:14][CH2:13][N:12]([C:16]([O:18][C:19]([CH3:22])([CH3:21])[CH3:20])=[O:17])[CH2:11]2)[CH:5]=[CH:6][C:7]=1[F:8].S(C)C.CO. (3) Given the product [CH3:1][N:2]1[CH2:3][CH2:4][N:5]([C:8]2[C:13]([NH2:14])=[C:12]([NH2:15])[CH:11]=[N:10][CH:9]=2)[CH2:6][CH2:7]1, predict the reactants needed to synthesize it. The reactants are: [CH3:1][N:2]1[CH2:7][CH2:6][N:5]([C:8]2[CH:9]=[N:10][CH:11]=[C:12]([N+:15]([O-])=O)[C:13]=2[NH2:14])[CH2:4][CH2:3]1. (4) Given the product [NH:1]1[C:5]([NH:6][C:7](=[O:18])[O:8][C:9]2[CH:10]=[CH:11][C:12]([N+:15]([O-:17])=[O:16])=[CH:13][CH:14]=2)=[N:4][N:3]=[N:2]1, predict the reactants needed to synthesize it. The reactants are: [N:1]1[NH:2][N:3]=[N:4][C:5]=1[NH2:6].[C:7](Cl)(=[O:18])[O:8][C:9]1[CH:14]=[CH:13][C:12]([N+:15]([O-:17])=[O:16])=[CH:11][CH:10]=1.